From a dataset of Reaction yield outcomes from USPTO patents with 853,638 reactions. Predict the reaction yield, written as a fraction of the theoretical maximum amount of product (1.0 means a 100% yield; for example, 0.34 means a 34% yield). (1) The reactants are I[C:2]1[CH:3]=[C:4]([CH2:8][CH2:9][N:10]2[CH2:15][CH2:14][N:13]([C:16]3[CH:25]=[CH:24][CH:23]=[C:22]4[C:17]=3[CH:18]=[CH:19][C:20]([CH3:26])=[N:21]4)[CH2:12][CH2:11]2)[CH:5]=[CH:6][CH:7]=1.[CH3:27][C:28]1[CH2:29][C:30](=[O:33])[NH:31][N:32]=1. No catalyst specified. The product is [CH3:27][C:28]1[CH2:29][C:30](=[O:33])[N:31]([C:2]2[CH:7]=[CH:6][CH:5]=[C:4]([CH2:8][CH2:9][N:10]3[CH2:15][CH2:14][N:13]([C:16]4[CH:25]=[CH:24][CH:23]=[C:22]5[C:17]=4[CH:18]=[CH:19][C:20]([CH3:26])=[N:21]5)[CH2:12][CH2:11]3)[CH:3]=2)[N:32]=1. The yield is 0.580. (2) The reactants are [CH3:1][O:2][C:3]1[CH:8]=[CH:7][C:6]([C:9]2[C:14]([C:15]3[CH:20]=[CH:19][C:18]([O:21][CH3:22])=[CH:17][CH:16]=3)=[N:13][N:12]([CH2:23][CH2:24][C:25]([OH:27])=O)[C:11](=[O:28])[CH:10]=2)=[CH:5][CH:4]=1.C(Cl)(=O)C(Cl)=O.[CH2:35]([NH2:42])[C:36]1[CH:41]=[CH:40][CH:39]=[CH:38][CH:37]=1. No catalyst specified. The product is [CH3:1][O:2][C:3]1[CH:8]=[CH:7][C:6]([C:9]2[C:14]([C:15]3[CH:16]=[CH:17][C:18]([O:21][CH3:22])=[CH:19][CH:20]=3)=[N:13][N:12]([CH2:23][CH2:24][C:25]([NH:42][CH2:35][C:36]3[CH:41]=[CH:40][CH:39]=[CH:38][CH:37]=3)=[O:27])[C:11](=[O:28])[CH:10]=2)=[CH:5][CH:4]=1. The yield is 0.522. (3) The reactants are [OH:1][C:2]([CH3:35])([CH3:34])[CH2:3][C@@:4]1([C:28]2[CH:33]=[CH:32][CH:31]=[CH:30][CH:29]=2)[O:9][C:8](=[O:10])[N:7]([C@H:11]([C:13]2[CH:18]=[CH:17][C:16](B3OC(C)(C)C(C)(C)O3)=[CH:15][CH:14]=2)[CH3:12])[CH2:6][CH2:5]1.Br[C:37]1[CH:38]=[N:39][N:40]([CH:42]2[CH2:47][CH2:46][O:45][CH2:44][CH2:43]2)[CH:41]=1. No catalyst specified. The product is [OH:1][C:2]([CH3:35])([CH3:34])[CH2:3][C@@:4]1([C:28]2[CH:33]=[CH:32][CH:31]=[CH:30][CH:29]=2)[O:9][C:8](=[O:10])[N:7]([C@H:11]([C:13]2[CH:18]=[CH:17][C:16]([C:37]3[CH:38]=[N:39][N:40]([CH:42]4[CH2:47][CH2:46][O:45][CH2:44][CH2:43]4)[CH:41]=3)=[CH:15][CH:14]=2)[CH3:12])[CH2:6][CH2:5]1. The yield is 0.180. (4) The product is [CH3:22][O:21][C:12]1[C:13]([O:19][CH3:20])=[C:14]([O:17][CH3:18])[CH:15]=[CH:16][C:11]=1[C:7]1[CH:8]=[CH:9][CH:10]=[C:5]([C:3]([OH:4])=[O:2])[CH:6]=1. The catalyst is CC#N. The yield is 0.720. The reactants are C[O:2][C:3]([C:5]1[CH:6]=[C:7]([C:11]2[CH:16]=[CH:15][C:14]([O:17][CH3:18])=[C:13]([O:19][CH3:20])[C:12]=2[O:21][CH3:22])[CH:8]=[CH:9][CH:10]=1)=[O:4].[Li+].[OH-].Cl. (5) The reactants are Br[C:2]1[CH:3]=[C:4]2[C:8](=[CH:9][CH:10]=1)[C:7](=[O:11])[N:6]([C:12]1([CH3:20])[CH2:17][CH2:16][C:15](=[O:18])[NH:14][C:13]1=[O:19])[CH2:5]2.[CH3:21][N:22](C)C=O. The catalyst is [C-]#N.[C-]#N.[Zn+2].C1C=CC(/C=C/C(/C=C/C2C=CC=CC=2)=O)=CC=1.C1C=CC(/C=C/C(/C=C/C2C=CC=CC=2)=O)=CC=1.C1C=CC(/C=C/C(/C=C/C2C=CC=CC=2)=O)=CC=1.[Pd].[Pd].C1C=CC(P(C2C=CC=CC=2)[C-]2C=CC=C2)=CC=1.C1C=CC(P(C2C=CC=CC=2)[C-]2C=CC=C2)=CC=1.[Fe+2]. The product is [CH3:20][C:12]1([N:6]2[CH2:5][C:4]3[C:8](=[CH:9][CH:10]=[C:2]([C:21]#[N:22])[CH:3]=3)[C:7]2=[O:11])[CH2:17][CH2:16][C:15](=[O:18])[NH:14][C:13]1=[O:19]. The yield is 0.990. (6) The reactants are [Cl:1][C:2]1[CH:16]=[CH:15][C:5]2[N:6]=[C:7]([NH:9][CH:10]3[CH2:14][CH2:13][NH:12][CH2:11]3)[O:8][C:4]=2[CH:3]=1.Cl.[CH3:18][C:19]1[CH:27]=[CH:26][CH:25]=[CH:24][C:20]=1[C:21](O)=[O:22].CN(C(ON1N=NC2C=CC=CC1=2)=[N+](C)C)C.[B-](F)(F)(F)F.CCN(C(C)C)C(C)C. The catalyst is CN(C=O)C. The product is [Cl:1][C:2]1[CH:16]=[CH:15][C:5]2[N:6]=[C:7]([NH:9][C@@H:10]3[CH2:14][CH2:13][N:12]([C:21]([C:20]4[CH:24]=[CH:25][CH:26]=[CH:27][C:19]=4[CH3:18])=[O:22])[CH2:11]3)[O:8][C:4]=2[CH:3]=1. The yield is 0.610. (7) The reactants are CS(O[C@@H:6]1[CH2:10][CH2:9][C@H:8]([NH:11][C:12](=[O:18])[O:13][C:14]([CH3:17])([CH3:16])[CH3:15])[CH2:7]1)(=O)=O.[I-:19].[Na+]. The catalyst is CC(C)=O.O. The product is [I:19][C@H:6]1[CH2:10][CH2:9][C@H:8]([NH:11][C:12](=[O:18])[O:13][C:14]([CH3:17])([CH3:16])[CH3:15])[CH2:7]1. The yield is 0.430. (8) The catalyst is CCO. The product is [N:1]1[C:11]2[N:10]([CH2:12][CH2:13][CH2:14][NH2:15])[C:9]3[CH:26]=[CH:27][CH:28]=[CH:29][C:8]=3[CH2:7][CH2:6][C:5]=2[CH:4]=[N:3][CH:2]=1. The yield is 0.320. The reactants are [N:1]1[C:11]2[N:10]([CH2:12][CH2:13][CH2:14][N:15]3C(=O)C4C(=CC=CC=4)C3=O)[C:9]3[CH:26]=[CH:27][CH:28]=[CH:29][C:8]=3[CH2:7][CH2:6][C:5]=2[CH:4]=[N:3][CH:2]=1.NN.O.